Dataset: Forward reaction prediction with 1.9M reactions from USPTO patents (1976-2016). Task: Predict the product of the given reaction. (1) The product is: [CH:28]1([C:26]2[NH:25][N:24]=[C:23]([NH:22][C:11]3[C:10]([CH2:9][OH:8])=[CH:15][N:14]=[C:13]([C:16]4[CH:21]=[CH:20][CH:19]=[CH:18][CH:17]=4)[N:12]=3)[CH:27]=2)[CH2:29][CH2:30]1. Given the reactants [Si]([O:8][CH2:9][C:10]1[C:11]([NH:22][C:23]2[CH:27]=[C:26]([CH:28]3[CH2:30][CH2:29]3)[NH:25][N:24]=2)=[N:12][C:13]([C:16]2[CH:21]=[CH:20][CH:19]=[CH:18][CH:17]=2)=[N:14][CH:15]=1)(C(C)(C)C)(C)C.CCCC[N+](CCCC)(CCCC)CCCC.[F-], predict the reaction product. (2) Given the reactants [CH3:1][O:2][C:3](=[O:12])[C:4]1[CH:9]=[C:8]([Cl:10])[C:7](Cl)=[N:6][CH:5]=1.[NH2:13][C:14]1[CH:15]=[N:16][C:17]([CH3:20])=[CH:18][CH:19]=1.C1C=CC(P(C2C(C3C(P(C4C=CC=CC=4)C4C=CC=CC=4)=CC=C4C=3C=CC=C4)=C3C(C=CC=C3)=CC=2)C2C=CC=CC=2)=CC=1.C([O-])([O-])=O.[K+].[K+], predict the reaction product. The product is: [CH3:1][O:2][C:3](=[O:12])[C:4]1[CH:9]=[C:8]([Cl:10])[C:7]([NH:13][C:14]2[CH:15]=[N:16][C:17]([CH3:20])=[CH:18][CH:19]=2)=[N:6][CH:5]=1.